The task is: Regression. Given a peptide amino acid sequence and an MHC pseudo amino acid sequence, predict their binding affinity value. This is MHC class I binding data.. This data is from Peptide-MHC class I binding affinity with 185,985 pairs from IEDB/IMGT. (1) The peptide sequence is IFSPENKAFK. The MHC is HLA-A31:01 with pseudo-sequence HLA-A31:01. The binding affinity (normalized) is 0.395. (2) The binding affinity (normalized) is 0.553. The MHC is HLA-A02:06 with pseudo-sequence HLA-A02:06. The peptide sequence is YMSNLFDIPL.